This data is from Forward reaction prediction with 1.9M reactions from USPTO patents (1976-2016). The task is: Predict the product of the given reaction. (1) Given the reactants [CH3:1][C:2]([CH:17]1[CH2:22][CH2:21][NH:20][C:19](=[O:23])[CH2:18]1)([S:4]([C:7]1[CH:12]=[CH:11][CH:10]=[C:9]([C:13]([F:16])([F:15])[F:14])[CH:8]=1)(=[O:6])=[O:5])[CH3:3].[H-].[Na+].[Br:26][C:27]1[CH:32]=[CH:31][CH:30]=[CH:29][C:28]=1[CH2:33]Br, predict the reaction product. The product is: [Br:26][C:27]1[CH:32]=[CH:31][CH:30]=[CH:29][C:28]=1[CH2:33][N:20]1[CH2:21][CH2:22][CH:17]([C:2]([CH3:1])([S:4]([C:7]2[CH:12]=[CH:11][CH:10]=[C:9]([C:13]([F:14])([F:16])[F:15])[CH:8]=2)(=[O:5])=[O:6])[CH3:3])[CH2:18][C:19]1=[O:23]. (2) Given the reactants [NH2:1][C:2]1[C:3]([C:19]([NH2:21])=[O:20])=[N:4][C:5]([C:9]2[CH:14]=[CH:13][C:12](=[O:15])[N:11]([CH:16]([CH3:18])[CH3:17])[CH:10]=2)=[C:6](Cl)[N:7]=1.[C:22]([C:24]1[CH:29]=[CH:28][CH:27]=[CH:26][CH:25]=1)#[CH:23].CCN(CC)CC.C1(P(C2C=CC=CC=2)C2C=CC=CC=2)C=CC=CC=1, predict the reaction product. The product is: [NH2:1][C:2]1[C:3]([C:19]([NH2:21])=[O:20])=[N:4][C:5]([C:9]2[CH:14]=[CH:13][C:12](=[O:15])[N:11]([CH:16]([CH3:18])[CH3:17])[CH:10]=2)=[C:6]([C:23]#[C:22][C:24]2[CH:29]=[CH:28][CH:27]=[CH:26][CH:25]=2)[N:7]=1. (3) The product is: [CH2:1]([O:4][C:5](=[O:26])[C@@H:6]([CH2:35][O:36][CH3:37])[CH2:7][C@H:8]([NH:15][C:16]([C:18]1[CH:19]=[CH:20][C:21]([C:24]#[N:25])=[CH:22][CH:23]=1)=[O:17])[CH2:9][O:10][CH2:11][O:12][CH2:13][CH3:14])[CH:2]=[CH2:3]. Given the reactants [CH2:1]([O:4][C:5](=[O:26])[CH2:6][CH2:7][C@H:8]([NH:15][C:16]([C:18]1[CH:23]=[CH:22][C:21]([C:24]#[N:25])=[CH:20][CH:19]=1)=[O:17])[CH2:9][O:10][CH2:11][O:12][CH2:13][CH3:14])[CH:2]=[CH2:3].CN1CCN(C)C1=O.[CH3:35][O:36][CH2:37]Cl, predict the reaction product. (4) The product is: [C:2]([C:6]1[CH:11]=[CH:10][C:9]([N:12]2[CH2:13][CH2:14][CH:15]([CH2:18][CH2:19][C:20]([N:61]3[CH2:60][CH2:59][CH:58]([NH:57][C:54]4[CH:55]=[CH:56][C:51]([N+:48]([O-:50])=[O:49])=[C:52]([C:64]([F:67])([F:65])[F:66])[CH:53]=4)[CH2:63][CH2:62]3)=[O:21])[CH2:16][CH2:17]2)=[CH:8][CH:7]=1)([CH3:5])([CH3:3])[CH3:4]. Given the reactants [Li+].[C:2]([C:6]1[CH:11]=[CH:10][C:9]([N:12]2[CH2:17][CH2:16][CH:15]([CH2:18][CH2:19][C:20]([O-])=[O:21])[CH2:14][CH2:13]2)=[CH:8][CH:7]=1)([CH3:5])([CH3:4])[CH3:3].F[P-](F)(F)(F)(F)F.CN(C)C(ON1C2C=CC=CC=2N=N1)=[N+](C)C.Cl.[N+:48]([C:51]1[CH:56]=[CH:55][C:54]([NH:57][CH:58]2[CH2:63][CH2:62][NH:61][CH2:60][CH2:59]2)=[CH:53][C:52]=1[C:64]([F:67])([F:66])[F:65])([O-:50])=[O:49].C(N(C(C)C)CC)(C)C.[O-2].[Al+3].[O-2].[O-2].[Al+3], predict the reaction product. (5) Given the reactants [S:1]1[C:9]2[C:4](=[N:5][CH:6]=[CH:7][CH:8]=2)[CH:3]=[C:2]1[CH2:10]O.O=S(Cl)[Cl:14], predict the reaction product. The product is: [Cl:14][CH2:10][C:2]1[S:1][C:9]2[C:4](=[N:5][CH:6]=[CH:7][CH:8]=2)[CH:3]=1. (6) Given the reactants C[Si]([N-][Si](C)(C)C)(C)C.[Li+].[N:11]1([C:20]([O:22][CH2:23][C:24]2[CH:29]=[CH:28][CH:27]=[CH:26][CH:25]=2)=[O:21])[CH2:15][CH2:14][CH:13]([C:16]([O:18][CH3:19])=[O:17])[CH2:12]1.[CH3:30]I.[Cl-].[NH4+], predict the reaction product. The product is: [CH3:30][C:13]1([C:16]([O:18][CH3:19])=[O:17])[CH2:14][CH2:15][N:11]([C:20]([O:22][CH2:23][C:24]2[CH:29]=[CH:28][CH:27]=[CH:26][CH:25]=2)=[O:21])[CH2:12]1. (7) Given the reactants F[C:2](F)(F)C(O)=O.[NH2:8][C:9]1[C:10]([NH:20][CH2:21][C:22]2[CH:27]=[CH:26][C:25]([OH:28])=[CH:24][CH:23]=2)=[N:11][C:12]([C:15]2[S:16][CH:17]=[CH:18][CH:19]=2)=[CH:13][N:14]=1, predict the reaction product. The product is: [S:16]1[CH:17]=[CH:18][CH:19]=[C:15]1[C:12]1[N:11]=[C:10]2[N:20]([CH2:21][C:22]3[CH:27]=[CH:26][C:25]([OH:28])=[CH:24][CH:23]=3)[CH:2]=[N:8][C:9]2=[N:14][CH:13]=1. (8) The product is: [OH:9][CH2:6][CH2:5][CH2:4][CH2:3][CH2:2][C:1]([OH:7])=[O:8]. Given the reactants [C:1]1(=[O:8])[O:7][CH2:6][CH2:5][CH2:4][CH2:3][CH2:2]1.[OH-:9].[K+].CO.Cl, predict the reaction product. (9) The product is: [CH3:1][O:2][CH:3]1[CH2:7][CH2:6][N:5]([C:20]2[CH:25]=[CH:24][C:23]([S:26]([Cl:29])(=[O:28])=[O:27])=[CH:22][CH:21]=2)[CH2:4]1.[CH3:8][O:9][C@@H:10]1[CH2:14][CH2:13][N:12]([C:20]2[CH:25]=[CH:24][C:23]([S:26]([Cl:29])(=[O:28])=[O:27])=[CH:22][CH:21]=2)[CH2:11]1.[CH3:1][O:2][C@H:17]1[CH2:18][CH2:19][N:15]([C:20]2[CH:21]=[CH:22][C:23]([S:26]([Cl:29])(=[O:28])=[O:27])=[CH:24][CH:25]=2)[CH2:16]1. Given the reactants [CH3:1][O:2][CH:3]1[CH2:7][CH2:6][NH:5][CH2:4]1.[CH3:8][O:9][C@@H:10]1[CH2:14][CH2:13][NH:12][CH2:11]1.[N:15]1([C:20]2[CH:25]=[CH:24][C:23]([S:26]([Cl:29])(=[O:28])=[O:27])=[CH:22][CH:21]=2)[CH2:19][CH2:18][CH2:17][CH2:16]1, predict the reaction product.